This data is from Full USPTO retrosynthesis dataset with 1.9M reactions from patents (1976-2016). The task is: Predict the reactants needed to synthesize the given product. (1) Given the product [CH3:1][C:2]1[N:7]=[C:6]([N:8]2[C:12]([O:13][S:26]([C:25]([F:38])([F:37])[F:24])(=[O:28])=[O:27])=[C:11]3[CH2:14][CH2:15][CH2:16][C:10]3=[N:9]2)[CH:5]=[CH:4][CH:3]=1, predict the reactants needed to synthesize it. The reactants are: [CH3:1][C:2]1[N:7]=[C:6]([N:8]2[C:12]([OH:13])=[C:11]3[CH2:14][CH2:15][CH2:16][C:10]3=[N:9]2)[CH:5]=[CH:4][CH:3]=1.C(N(CC)CC)C.[F:24][C:25]([F:38])([F:37])[S:26](O[S:26]([C:25]([F:38])([F:37])[F:24])(=[O:28])=[O:27])(=[O:28])=[O:27]. (2) The reactants are: Cl[C:2]1[N:7]=[C:6]([NH2:8])[CH:5]=[CH:4][N:3]=1.[NH2:9][C:10]1[N:11]=[CH:12][C:13]([C:16]2[C:17]([F:26])=[C:18]([OH:25])[C:19]([CH:22]3[CH2:24][CH2:23]3)=[CH:20][CH:21]=2)=[N:14][CH:15]=1. Given the product [NH2:9][C:10]1[N:11]=[CH:12][C:13]([C:16]2[C:17]([F:26])=[C:18]([C:19]([CH:22]3[CH2:23][CH2:24]3)=[CH:20][CH:21]=2)[O:25][C:2]2[N:7]=[C:6]([NH2:8])[CH:5]=[CH:4][N:3]=2)=[N:14][CH:15]=1, predict the reactants needed to synthesize it.